Dataset: Full USPTO retrosynthesis dataset with 1.9M reactions from patents (1976-2016). Task: Predict the reactants needed to synthesize the given product. (1) The reactants are: C[O-].[Na+].[CH2:4]([SH:11])[C:5]1[CH:10]=[CH:9][CH:8]=[CH:7][CH:6]=1.[C:12]([O:16][C:17]([N:19]1[CH2:23][CH:22]2[O:24][CH:21]2[CH2:20]1)=[O:18])([CH3:15])([CH3:14])[CH3:13]. Given the product [CH2:4]([S:11][CH:22]1[CH:21]([OH:24])[CH2:20][N:19]([C:17]([O:16][C:12]([CH3:15])([CH3:14])[CH3:13])=[O:18])[CH2:23]1)[C:5]1[CH:10]=[CH:9][CH:8]=[CH:7][CH:6]=1, predict the reactants needed to synthesize it. (2) Given the product [CH3:5][CH:6]1[CH2:12][C:11]2[CH:13]=[C:14]3[O:19][CH2:18][O:17][C:15]3=[CH:16][C:10]=2[C:9]([C:20]2[CH:25]=[CH:24][C:23]([N+:26]([O-:28])=[O:27])=[CH:22][CH:21]=2)=[N:8][N:7]1[C:2](=[S:1])[NH2:3], predict the reactants needed to synthesize it. The reactants are: [S-:1][C:2]#[N:3].[K+].[CH3:5][CH:6]1[CH2:12][C:11]2[CH:13]=[C:14]3[O:19][CH2:18][O:17][C:15]3=[CH:16][C:10]=2[C:9]([C:20]2[CH:25]=[CH:24][C:23]([N+:26]([O-:28])=[O:27])=[CH:22][CH:21]=2)=[N:8][NH:7]1. (3) Given the product [CH2:12]([C:11]1[CH:10]=[C:6]2[C:7](=[O:9])[O:16][C:14](=[O:15])[C:5]2=[CH:4][C:3]=1[CH2:1][CH3:2])[CH3:13], predict the reactants needed to synthesize it. The reactants are: [CH2:1]([C:3]1[CH:4]=[C:5]([C:14]([OH:16])=[O:15])[C:6](=[CH:10][C:11]=1[CH2:12][CH3:13])[C:7]([OH:9])=O)[CH3:2]. (4) Given the product [Cl:1][C:2]1[N:3]=[C:4]([CH3:11])[C:5]([C:6]2[O:8][C:12]([CH3:13])=[N:15][N:16]=2)=[CH:9][CH:10]=1, predict the reactants needed to synthesize it. The reactants are: [Cl:1][C:2]1[CH:10]=[CH:9][C:5]([C:6]([OH:8])=O)=[C:4]([CH3:11])[N:3]=1.[C:12]([NH:15][NH2:16])(=O)[CH3:13].C1(P(C2C=CC=CC=2)C2C=CC=CC=2)C=CC=CC=1.ClC(Cl)(Cl)C#N. (5) Given the product [CH3:1][N:2]1[C:6]2[CH:7]=[C:8]([CH3:12])[C:9]([CH3:11])=[CH:10][C:5]=2[N:4]=[C:3]1[I:25], predict the reactants needed to synthesize it. The reactants are: [CH3:1][N:2]1[C:6]2[CH:7]=[C:8]([CH3:12])[C:9]([CH3:11])=[CH:10][C:5]=2[N:4]=[CH:3]1.C([Li])(C)(C)C.C1C(=O)N([I:25])C(=O)C1.